Dataset: Full USPTO retrosynthesis dataset with 1.9M reactions from patents (1976-2016). Task: Predict the reactants needed to synthesize the given product. (1) Given the product [N+:20]([C:19]1[CH:18]=[CH:17][C:12]([C:13]([NH2:24])=[O:14])=[CH:11][C:10]=1[C:9]([NH:8][C:5]1[CH:6]=[CH:7][C:2]([Cl:1])=[CH:3][CH:4]=1)=[O:23])([O-:22])=[O:21], predict the reactants needed to synthesize it. The reactants are: [Cl:1][C:2]1[CH:7]=[CH:6][C:5]([NH:8][C:9](=[O:23])[C:10]2[CH:11]=[C:12]([CH:17]=[CH:18][C:19]=2[N+:20]([O-:22])=[O:21])[C:13](OC)=[O:14])=[CH:4][CH:3]=1.[NH3:24]. (2) Given the product [CH2:8]([N:5]1[CH2:6][CH2:7][CH:2]([NH:1][S:15]([NH2:18])(=[O:17])=[O:16])[CH2:3][CH2:4]1)[C:9]1[CH:14]=[CH:13][CH:12]=[CH:11][CH:10]=1, predict the reactants needed to synthesize it. The reactants are: [NH2:1][CH:2]1[CH2:7][CH2:6][N:5]([CH2:8][C:9]2[CH:14]=[CH:13][CH:12]=[CH:11][CH:10]=2)[CH2:4][CH2:3]1.[S:15](N)([NH2:18])(=[O:17])=[O:16]. (3) Given the product [CH3:19][S:16]([NH:15][C:12]1[CH:13]=[CH:14][C:9]2[NH:8][C:6]([CH2:5][C:4]([OH:3])=[O:24])=[N:21][S:20](=[O:23])(=[O:22])[C:10]=2[CH:11]=1)(=[O:18])=[O:17], predict the reactants needed to synthesize it. The reactants are: C([O:3][C:4](=[O:24])[CH2:5][C:6]([NH:8][C:9]1[CH:14]=[CH:13][C:12]([NH:15][S:16]([CH3:19])(=[O:18])=[O:17])=[CH:11][C:10]=1[S:20](=[O:23])(=[O:22])[NH2:21])=O)C.Cl. (4) Given the product [N:30]1([C:2]2[CH:3]=[C:4]([CH:27]=[CH:28][N:29]=2)[C:5]([NH:7][C:8]2[C:17]3[C:12](=[CH:13][CH:14]=[CH:15][CH:16]=3)[C:11]([O:18][CH2:19][CH2:20][N:21]3[CH2:22][CH2:23][O:24][CH2:25][CH2:26]3)=[CH:10][CH:9]=2)=[O:6])[CH2:35][CH2:34][O:33][CH2:32][CH2:31]1, predict the reactants needed to synthesize it. The reactants are: Cl[C:2]1[CH:3]=[C:4]([CH:27]=[CH:28][N:29]=1)[C:5]([NH:7][C:8]1[C:17]2[C:12](=[CH:13][CH:14]=[CH:15][CH:16]=2)[C:11]([O:18][CH2:19][CH2:20][N:21]2[CH2:26][CH2:25][O:24][CH2:23][CH2:22]2)=[CH:10][CH:9]=1)=[O:6].[NH:30]1[CH2:35][CH2:34][O:33][CH2:32][CH2:31]1.